Dataset: Full USPTO retrosynthesis dataset with 1.9M reactions from patents (1976-2016). Task: Predict the reactants needed to synthesize the given product. (1) Given the product [C:1]([NH:5][S:6]([C:9]1[C:18]2[C:13](=[CH:14][CH:15]=[CH:16][CH:17]=2)[C:12]([C:19]2[S:23][C:22]([C:24]([NH:25][CH2:26][C:27]([OH:30])([CH3:28])[CH3:29])=[O:31])=[N:21][C:20]=2[C:32]([N:49]2[CH2:44][CH2:45][CH2:46][CH2:47][CH2:48]2)=[O:34])=[CH:11][CH:10]=1)(=[O:8])=[O:7])([CH3:3])([CH3:2])[CH3:4], predict the reactants needed to synthesize it. The reactants are: [C:1]([NH:5][S:6]([C:9]1[C:18]2[C:13](=[CH:14][CH:15]=[CH:16][CH:17]=2)[C:12]([C:19]2[S:23][C:22]([C:24](=[O:31])[NH:25][CH2:26][C:27]([OH:30])([CH3:29])[CH3:28])=[N:21][C:20]=2[C:32]([OH:34])=O)=[CH:11][CH:10]=1)(=[O:8])=[O:7])([CH3:4])([CH3:3])[CH3:2].CN(C(ON1N=N[C:45]2[CH:46]=[CH:47][CH:48]=[N:49][C:44]1=2)=[N+](C)C)C.F[P-](F)(F)(F)(F)F.CCN(C(C)C)C(C)C.N1CCCCC1. (2) The reactants are: [NH2:1][CH2:2][CH2:3][CH2:4][C@H:5]([NH:9][C:10]([C:12]1[C:13](=[O:29])[N:14]([CH2:18][C:19]2[CH:24]=[CH:23][CH:22]=[C:21]([C:25]([F:28])([F:27])[F:26])[CH:20]=2)[CH:15]=[CH:16][CH:17]=1)=[O:11])[C:6]([OH:8])=[O:7].[C:30]([OH:36])([C:32]([F:35])([F:34])[F:33])=[O:31].C(O)C.Cl.[C:41](=[NH:46])(OCC)[CH3:42]. Given the product [C:41]([NH:1][CH2:2][CH2:3][CH2:4][C@H:5]([NH:9][C:10]([C:12]1[C:13](=[O:29])[N:14]([CH2:18][C:19]2[CH:24]=[CH:23][CH:22]=[C:21]([C:25]([F:26])([F:27])[F:28])[CH:20]=2)[CH:15]=[CH:16][CH:17]=1)=[O:11])[C:6]([OH:8])=[O:7])(=[NH:46])[CH3:42].[C:30]([OH:36])([C:32]([F:35])([F:34])[F:33])=[O:31], predict the reactants needed to synthesize it. (3) Given the product [O:1]=[C:2]1[C:7]2[CH:8]=[CH:9][CH:10]=[CH:11][C:6]=2[S:5][C:4]([C:12]2[CH:17]=[C:16]([CH2:18][CH2:19][CH2:20][O:21][CH2:22][CH2:23][C:24]([OH:26])=[O:25])[CH:15]=[CH:14][N:13]=2)=[N:3]1, predict the reactants needed to synthesize it. The reactants are: [O:1]=[C:2]1[C:7]2[CH:8]=[CH:9][CH:10]=[CH:11][C:6]=2[S:5][C:4]([C:12]2[CH:17]=[C:16]([CH2:18][CH2:19][CH2:20][O:21][CH2:22][CH2:23][C:24]([O:26]C(C)(C)C)=[O:25])[CH:15]=[CH:14][N:13]=2)=[N:3]1. (4) Given the product [Cl:1][C:2]1[CH:3]=[CH:4][C:5]2[C:11](=[N:20][CH2:19][C:18]3[CH:21]=[CH:22][C:23]([O:25][CH3:26])=[CH:24][C:17]=3[O:16][CH3:15])[CH2:10][CH2:9][CH2:8][N:7]([CH3:13])[C:6]=2[CH:14]=1, predict the reactants needed to synthesize it. The reactants are: [Cl:1][C:2]1[CH:3]=[CH:4][C:5]2[C:11](=O)[CH2:10][CH2:9][CH2:8][N:7]([CH3:13])[C:6]=2[CH:14]=1.[CH3:15][O:16][C:17]1[CH:24]=[C:23]([O:25][CH3:26])[CH:22]=[CH:21][C:18]=1[CH2:19][NH2:20].CCN(CC)CC. (5) Given the product [N:1]1[N:5]2[CH:4]=[N:9][C:8](=[O:10])[CH2:7][C:6]2=[CH:3][CH:2]=1, predict the reactants needed to synthesize it. The reactants are: [N:1]1[N:5]2[CH:6]=[CH:7][C:8]([O-:10])=[N:9][C:4]2=[CH:3][CH:2]=1.[Na+]. (6) Given the product [CH3:10][O:11][C:12]1[CH:13]=[CH:14][C:15]([CH2:18][C:19]([N:21]2[CH2:22][CH2:23][C:24]3([CH2:27][N:26]([C@H:28]4[C:36]5[C:31](=[CH:32][C:33]([C:37]6[CH:44]=[CH:43][C:40]([C:5]([NH2:7])=[O:6])=[CH:39][N:38]=6)=[CH:34][CH:35]=5)[CH2:30][CH2:29]4)[CH2:25]3)[CH2:45][CH2:46]2)=[O:20])=[N:16][CH:17]=1, predict the reactants needed to synthesize it. The reactants are: O.OO.N[C:5]([NH2:7])=[O:6].[OH-].[Na+].[CH3:10][O:11][C:12]1[CH:13]=[CH:14][C:15]([CH2:18][C:19]([N:21]2[CH2:46][CH2:45][C:24]3([CH2:27][N:26]([C@H:28]4[C:36]5[C:31](=[CH:32][C:33]([C:37]6[CH:44]=[CH:43][C:40](C#N)=[CH:39][N:38]=6)=[CH:34][CH:35]=5)[CH2:30][CH2:29]4)[CH2:25]3)[CH2:23][CH2:22]2)=[O:20])=[N:16][CH:17]=1.